This data is from Forward reaction prediction with 1.9M reactions from USPTO patents (1976-2016). The task is: Predict the product of the given reaction. (1) Given the reactants [NH2:1][C:2]1[C:7]([C:8]([NH2:10])=O)=[CH:6][CH:5]=[CH:4][N:3]=1.B.[CH2:12]1[CH2:16]OC[CH2:13]1.CO, predict the reaction product. The product is: [CH:13]1([NH:10][CH2:8][C:7]2[C:2]([NH2:1])=[N:3][CH:4]=[CH:5][CH:6]=2)[CH2:12][CH2:16]1. (2) Given the reactants [H-].[Al+3].[Li+].[H-].[H-].[H-].[N:7]([CH:10]([CH:17]1[CH2:22][CH2:21][S:20][CH2:19][CH2:18]1)[C:11]1[O:12][C:13]([CH3:16])=[CH:14][CH:15]=1)=[N+]=[N-].O.[OH-].[Na+], predict the reaction product. The product is: [CH3:16][C:13]1[O:12][C:11]([CH:10]([NH2:7])[CH:17]2[CH2:18][CH2:19][S:20][CH2:21][CH2:22]2)=[CH:15][CH:14]=1.